Dataset: Reaction yield outcomes from USPTO patents with 853,638 reactions. Task: Predict the reaction yield, written as a fraction of the theoretical maximum amount of product (1.0 means a 100% yield; for example, 0.34 means a 34% yield). (1) The reactants are Br[C:2]1[CH:7]=[CH:6][C:5]([CH3:8])=[C:4]([C:9]([F:12])([F:11])[F:10])[CH:3]=1.[Li]CCCC.[CH3:18][C:19]([CH3:21])=[O:20]. The catalyst is C1COCC1. The product is [CH3:8][C:5]1[CH:6]=[CH:7][C:2]([C:19]([OH:20])([CH3:21])[CH3:18])=[CH:3][C:4]=1[C:9]([F:12])([F:11])[F:10]. The yield is 0.860. (2) The catalyst is C1COCC1. The reactants are N[C:2]1[CH:7]=[C:6]([Cl:8])[CH:5]=[CH:4][C:3]=1[S:9]([NH:12][C:13]1[CH:14]=[CH:15][CH:16]=[C:17]2[C:22]=1[N:21]=[CH:20][CH:19]=[CH:18]2)(=[O:11])=[O:10].N(OC(C)(C)C)=O.CC(O)=O. The yield is 0.140. The product is [Cl:8][C:6]1[CH:5]=[C:4]2[C:3]([S:9](=[O:11])(=[O:10])[NH:12][C:13]3[C:14]2=[CH:15][CH:16]=[C:17]2[C:22]=3[N:21]=[CH:20][CH:19]=[CH:18]2)=[CH:2][CH:7]=1. (3) The reactants are [O:1]=[C:2]1[O:7][CH2:6][C@H:5]2[C@:3]1([NH:14][S:15]([C:18]1[S:19][C:20]([C:23]3[CH:27]=[C:26]([C:28]([F:31])([F:30])[F:29])[O:25][N:24]=3)=[CH:21][CH:22]=1)(=[O:17])=[O:16])[C@H:4]2[C:8]1[CH:13]=[CH:12][CH:11]=[CH:10][CH:9]=1.O[Li].O.C1C[O:38]CC1. The catalyst is O. The product is [OH:7][CH2:6][C@@H:5]1[C@H:4]([C:8]2[CH:13]=[CH:12][CH:11]=[CH:10][CH:9]=2)[C@:3]1([NH:14][S:15]([C:18]1[S:19][C:20]([C:23]2[CH:27]=[C:26]([C:28]([F:29])([F:31])[F:30])[O:25][N:24]=2)=[CH:21][CH:22]=1)(=[O:16])=[O:17])[C:2]([OH:38])=[O:1]. The yield is 0.860. (4) The reactants are [CH3:1][O:2][C:3]1[CH:12]=[C:11]2[C:6]([CH:7]=[CH:8][C:9](=[O:13])[NH:10]2)=[CH:5][CH:4]=1.[C:14]([O:18][CH2:19][CH3:20])(=[O:17])[CH:15]=[CH2:16]. No catalyst specified. The product is [CH2:19]([O:18][C:14](=[O:17])[CH2:15][CH2:16][N:10]1[C:11]2[C:6](=[CH:5][CH:4]=[C:3]([O:2][CH3:1])[CH:12]=2)[CH:7]=[CH:8][C:9]1=[O:13])[CH3:20]. The yield is 1.00. (5) The reactants are C[O:2][CH:3](OC)[C:4]1[N:8]([CH3:9])[C:7]([C:10]2[S:18][C:17]3[C:12](=[N:13][CH:14]=[CH:15][C:16]=3[O:19][C:20]3[CH:25]=[CH:24][C:23]([N+:26]([O-:28])=[O:27])=[CH:22][C:21]=3[F:29])[CH:11]=2)=[N:6][CH:5]=1.Cl. The catalyst is CC(C)=O.O. The product is [F:29][C:21]1[CH:22]=[C:23]([N+:26]([O-:28])=[O:27])[CH:24]=[CH:25][C:20]=1[O:19][C:16]1[CH:15]=[CH:14][N:13]=[C:12]2[CH:11]=[C:10]([C:7]3[N:8]([CH3:9])[C:4]([CH:3]=[O:2])=[CH:5][N:6]=3)[S:18][C:17]=12. The yield is 0.810. (6) The reactants are Br[C:2]1[C:3]([F:19])=[CH:4][C:5]2[O:11][CH2:10][CH2:9][N:8]3[CH:12]=[C:13]([C:15]([NH2:17])=[O:16])[N:14]=[C:7]3[C:6]=2[CH:18]=1.[F:20][C:21]1[C:22]([C:27]([OH:31])([C:29]#[CH:30])[CH3:28])=[N:23][CH:24]=[CH:25][CH:26]=1. No catalyst specified. The product is [F:19][C:3]1[C:2]([C:30]#[C:29][C:27]([C:22]2[C:21]([F:20])=[CH:26][CH:25]=[CH:24][N:23]=2)([OH:31])[CH3:28])=[CH:18][C:6]2[C:7]3[N:8]([CH:12]=[C:13]([C:15]([NH2:17])=[O:16])[N:14]=3)[CH2:9][CH2:10][O:11][C:5]=2[CH:4]=1. The yield is 0.180.